Regression/Classification. Given a drug SMILES string, predict its absorption, distribution, metabolism, or excretion properties. Task type varies by dataset: regression for continuous measurements (e.g., permeability, clearance, half-life) or binary classification for categorical outcomes (e.g., BBB penetration, CYP inhibition). Dataset: cyp3a4_veith. From a dataset of CYP3A4 inhibition data for predicting drug metabolism from PubChem BioAssay. (1) The compound is CCN=C=NCCCN(C)C. The result is 0 (non-inhibitor). (2) The compound is Cc1ccccc1CSc1nnc(-c2cccs2)n1Cc1ccco1. The result is 1 (inhibitor). (3) The drug is COc1ccc(CNc2ncncc2-c2ccoc2)c(OC)c1. The result is 1 (inhibitor). (4) The compound is c1ccc(C2CCC(N3CCC(N4CCCCC4)CC3)CC2)cc1. The result is 0 (non-inhibitor). (5) The result is 1 (inhibitor). The molecule is O=[N+]([O-])c1ccc(N2CCCCCC2)c(S(=O)(=O)N2CCCCC2)c1. (6) The compound is CC(C)Cn1cnc2c(SCc3ccccn3)nc(N)nc21. The result is 0 (non-inhibitor). (7) The molecule is COC(=O)[C@@]1(Cc2ccc(F)cc2)[C@H]2c3cc(C(=O)N4CCCC4)n(CCc4c[nH]c5ccccc45)c3C[C@H]2CN1C(=O)c1ccccc1. The result is 1 (inhibitor).